From a dataset of Peptide-MHC class II binding affinity with 134,281 pairs from IEDB. Regression. Given a peptide amino acid sequence and an MHC pseudo amino acid sequence, predict their binding affinity value. This is MHC class II binding data. (1) The peptide sequence is EGKPTEKHIQIRSTN. The MHC is HLA-DPA10103-DPB10401 with pseudo-sequence HLA-DPA10103-DPB10401. The binding affinity (normalized) is 0. (2) The binding affinity (normalized) is 0.397. The peptide sequence is SQDLCLSWNLNGLQAY. The MHC is DRB1_0401 with pseudo-sequence DRB1_0401. (3) The peptide sequence is GKKEEKKEEKKESGD. The MHC is HLA-DPA10103-DPB10301 with pseudo-sequence HLA-DPA10103-DPB10301. The binding affinity (normalized) is 0.